Predict the product of the given reaction. From a dataset of Forward reaction prediction with 1.9M reactions from USPTO patents (1976-2016). (1) Given the reactants [F:1][C:2]([F:29])([F:28])[C:3]1[CH:4]=[C:5]([C@H:13]2[C@H:22]([C:23]([OH:25])=O)[C:21]3[C:16](=[CH:17][CH:18]=[CH:19][CH:20]=3)[C:15](=[O:26])[N:14]2[CH3:27])[CH:6]=[C:7]([C:9]([F:12])([F:11])[F:10])[CH:8]=1.CN(C(ON1N=NC2C=CC=NC1=2)=[N+](C)C)C.F[P-](F)(F)(F)(F)F.[NH2:54][C:55]1[N:60]=[C:59]([CH3:61])[CH:58]=[CH:57][N:56]=1.C(N(CC)C(C)C)(C)C, predict the reaction product. The product is: [F:29][C:2]([F:28])([F:1])[C:3]1[CH:4]=[C:5]([C@H:13]2[C@H:22]([C:23]([NH:54][C:55]3[N:60]=[C:59]([CH3:61])[CH:58]=[CH:57][N:56]=3)=[O:25])[C:21]3[C:16](=[CH:17][CH:18]=[CH:19][CH:20]=3)[C:15](=[O:26])[N:14]2[CH3:27])[CH:6]=[C:7]([C:9]([F:12])([F:10])[F:11])[CH:8]=1. (2) Given the reactants Cl[C:2]1[CH:7]=[CH:6][CH:5]=[CH:4][N+:3]=1[O-:8].[NH2:9][CH2:10][CH2:11][CH2:12][OH:13].C([O-])(O)=O.[Na+], predict the reaction product. The product is: [O-:8][N+:3]1[CH:4]=[CH:5][CH:6]=[CH:7][C:2]=1[NH:9][CH2:10][CH2:11][CH2:12][OH:13]. (3) Given the reactants ICI.[CH2:4]([C:8]1[CH2:13][CH:12]([CH3:14])[CH:11]([CH:15]([OH:17])[CH3:16])[CH2:10][CH:9]=1)[CH:5]([CH3:7])[CH3:6].[CH2:18]([Al](CC)CC)C.ClC1C=CC=C(C(OO)=O)C=1, predict the reaction product. The product is: [CH2:4]([C:8]12[CH2:18][CH:9]1[CH2:10][CH:11]([CH:15]([OH:17])[CH3:16])[CH:12]([CH3:14])[CH2:13]2)[CH:5]([CH3:7])[CH3:6]. (4) Given the reactants [Br:1][C:2]1[CH:7]=[CH:6][C:5]([C:8]([N:10]2[CH2:14][CH2:13][C@@H:12](OS(C)(=O)=O)[CH2:11]2)=[O:9])=[CH:4][CH:3]=1.[NH:20]1[CH2:26][CH2:25][CH2:24][CH2:23][CH2:22][CH2:21]1, predict the reaction product. The product is: [N:20]1([C@H:12]2[CH2:13][CH2:14][N:10]([C:8]([C:5]3[CH:6]=[CH:7][C:2]([Br:1])=[CH:3][CH:4]=3)=[O:9])[CH2:11]2)[CH2:26][CH2:25][CH2:24][CH2:23][CH2:22][CH2:21]1. (5) Given the reactants [CH3:1][C:2]([CH3:5])([O-:4])[CH3:3].[K+].[CH2:7]([CH:9]1[C:14]2=[N:15][CH:16]=[CH:17][N:18]=[C:13]2[CH2:12][CH2:11][N:10]1[C:19](OC1C=CC=CC=1)=[O:20])[CH3:8], predict the reaction product. The product is: [CH2:7]([CH:9]1[C:14]2=[N:15][CH:16]=[CH:17][N:18]=[C:13]2[CH2:12][CH2:11][N:10]1[C:19]([O:4][C:2]([CH3:5])([CH3:3])[CH3:1])=[O:20])[CH3:8]. (6) Given the reactants [CH2:1]([O:5][CH2:6][CH:7]=[CH2:8])[CH:2]1[O:4][CH2:3]1.[CH3:9][C:10]([NH2:21])([CH3:20])[CH2:11][C:12]1[CH:17]=[CH:16][C:15]([O:18][CH3:19])=[CH:14][CH:13]=1, predict the reaction product. The product is: [OH:4][CH:2]([CH2:1][O:5][CH2:6][CH:7]=[CH2:8])[CH2:3][NH:21][C:10]([CH3:20])([CH3:9])[CH2:11][C:12]1[CH:17]=[CH:16][C:15]([O:18][CH3:19])=[CH:14][CH:13]=1.